Dataset: TCR-epitope binding with 47,182 pairs between 192 epitopes and 23,139 TCRs. Task: Binary Classification. Given a T-cell receptor sequence (or CDR3 region) and an epitope sequence, predict whether binding occurs between them. (1) The epitope is RILGAGCFV. The TCR CDR3 sequence is CASSRRGATTSTDTQYF. Result: 0 (the TCR does not bind to the epitope). (2) The epitope is RQLLFVVEV. The TCR CDR3 sequence is CASSPAYEQYF. Result: 1 (the TCR binds to the epitope).